Dataset: Forward reaction prediction with 1.9M reactions from USPTO patents (1976-2016). Task: Predict the product of the given reaction. (1) Given the reactants [C:1]([O:5][C:6]([NH:8][CH:9]([C:27]1[CH:32]=[CH:31][CH:30]=[CH:29][CH:28]=1)[C:10]1[CH:11]=[C:12]([CH:24]=[CH:25][CH:26]=1)[O:13][CH2:14][C:15]1[CH:23]=[CH:22][C:18]([C:19]([OH:21])=[O:20])=[CH:17][CH:16]=1)=[O:7])([CH3:4])([CH3:3])[CH3:2].Cl[CH2:34][CH2:35][CH2:36][CH:37]1[O:41][CH2:40][CH2:39][O:38]1, predict the reaction product. The product is: [C:1]([O:5][C:6]([NH:8][CH:9]([C:27]1[CH:32]=[CH:31][CH:30]=[CH:29][CH:28]=1)[C:10]1[CH:11]=[C:12]([CH:24]=[CH:25][CH:26]=1)[O:13][CH2:14][C:15]1[CH:23]=[CH:22][C:18]([C:19]([O:21][CH2:34][CH2:35][CH2:36][CH:37]2[O:41][CH2:40][CH2:39][O:38]2)=[O:20])=[CH:17][CH:16]=1)=[O:7])([CH3:4])([CH3:2])[CH3:3]. (2) Given the reactants [C:1]12([C:11]3[CH:12]=[C:13]([C:21]4[CH:22]=[C:23]([CH:26]=[CH:27][CH:28]=4)[CH:24]=O)[C:14]4[O:18][C:17]([CH3:19])=[N:16][C:15]=4[CH:20]=3)[CH2:10][CH:5]3[CH2:6][CH:7]([CH2:9][CH:3]([CH2:4]3)[CH2:2]1)[CH2:8]2.[S:29]1[CH2:35][C:33](=[O:34])[NH:32][C:30]1=[S:31], predict the reaction product. The product is: [C:1]12([C:11]3[CH:12]=[C:13]([C:21]4[CH:22]=[C:23]([CH:26]=[CH:27][CH:28]=4)[CH:24]=[C:35]4[S:29][C:30](=[S:31])[NH:32][C:33]4=[O:34])[C:14]4[O:18][C:17]([CH3:19])=[N:16][C:15]=4[CH:20]=3)[CH2:2][CH:3]3[CH2:9][CH:7]([CH2:6][CH:5]([CH2:4]3)[CH2:10]1)[CH2:8]2. (3) Given the reactants [CH2:1]([OH:8])[C:2]1[CH:7]=[CH:6][CH:5]=[CH:4][CH:3]=1.[N-:9]=[C:10]=[O:11].[Sn], predict the reaction product. The product is: [CH2:6]([NH:9][C:10](=[O:11])[O:8][CH2:1][C:2]1[CH:3]=[CH:4][CH:5]=[CH:6][CH:7]=1)[CH2:7][CH2:2][CH2:3][CH2:4][CH2:5][NH:9][C:10](=[O:11])[O:8][CH2:1][C:2]1[CH:7]=[CH:6][CH:5]=[CH:4][CH:3]=1.